Task: Predict the reaction yield, written as a fraction of the theoretical maximum amount of product (1.0 means a 100% yield; for example, 0.34 means a 34% yield).. Dataset: Reaction yield outcomes from USPTO patents with 853,638 reactions The reactants are [CH3:1][C:2]1[C:6]2[C:7](=[O:19])[N:8]([CH2:11][CH2:12][N:13]3[CH2:18][CH2:17][O:16][CH2:15][CH2:14]3)[CH2:9][CH2:10][C:5]=2[NH:4][C:3]=1[CH:20]=O.[O:22]=[C:23]1[CH2:31][C:30]2[C:25](=[CH:26][CH:27]=[C:28]([NH:32][CH:33]=[O:34])[CH:29]=2)[NH:24]1. No catalyst specified. The product is [CH3:1][C:2]1[C:6]2[C:7](=[O:19])[N:8]([CH2:11][CH2:12][N:13]3[CH2:14][CH2:15][O:16][CH2:17][CH2:18]3)[CH2:9][CH2:10][C:5]=2[NH:4][C:3]=1[CH:20]=[C:31]1[C:30]2[C:25](=[CH:26][CH:27]=[C:28]([NH:32][CH:33]=[O:34])[CH:29]=2)[NH:24][C:23]1=[O:22]. The yield is 0.851.